This data is from Forward reaction prediction with 1.9M reactions from USPTO patents (1976-2016). The task is: Predict the product of the given reaction. (1) Given the reactants Cl[C:2]1[N:10]=[C:9]([CH3:11])[CH:8]=[CH:7][C:3]=1[C:4]([OH:6])=[O:5].[NH2:12][C:13]1[CH:21]=[C:20]2[C:16]([CH:17]=[N:18][NH:19]2)=[CH:15][CH:14]=1.N1C=CC=CC=1.O, predict the reaction product. The product is: [NH:19]1[C:20]2[C:16](=[CH:15][CH:14]=[C:13]([NH:12][C:2]3[N:10]=[C:9]([CH3:11])[CH:8]=[CH:7][C:3]=3[C:4]([OH:6])=[O:5])[CH:21]=2)[CH:17]=[N:18]1. (2) Given the reactants [CH3:1][C:2]1([CH3:34])[CH2:11][CH2:10][C:9]([CH3:13])([CH3:12])[C:8]2[CH:7]=[C:6]([O:14][CH2:15][CH2:16][O:17][C:18]3[CH:33]=[CH:32][C:21]([CH2:22][CH:23]([C:28]([O:30]C)=[O:29])[C:24]([O:26][CH3:27])=[O:25])=[CH:20][CH:19]=3)[CH:5]=[CH:4][C:3]1=2.[OH-].[Na+], predict the reaction product. The product is: [CH3:27][O:26][C:24]([CH:23]([CH2:22][C:21]1[CH:32]=[CH:33][C:18]([O:17][CH2:16][CH2:15][O:14][C:6]2[CH:5]=[CH:4][C:3]3[C:2]([CH3:34])([CH3:1])[CH2:11][CH2:10][C:9]([CH3:13])([CH3:12])[C:8]=3[CH:7]=2)=[CH:19][CH:20]=1)[C:28]([OH:30])=[O:29])=[O:25]. (3) Given the reactants C([O:3][C:4](=[O:25])[C@@H:5]([O:22][CH2:23][CH3:24])[CH2:6][C:7]1[CH:12]=[CH:11][C:10]([O:13][CH2:14][C:15]2[S:16][C:17](Br)=[CH:18][C:19]=2[CH3:20])=[CH:9][CH:8]=1)C.[C:26]([C:34]1[CH:39]=[CH:38][C:37](B(O)O)=[CH:36][CH:35]=1)(=[O:33])[C:27]1[CH:32]=[CH:31][CH:30]=[CH:29][CH:28]=1, predict the reaction product. The product is: [C:26]([C:34]1[CH:39]=[CH:38][C:37]([C:17]2[S:16][C:15]([CH2:14][O:13][C:10]3[CH:9]=[CH:8][C:7]([CH2:6][C@H:5]([O:22][CH2:23][CH3:24])[C:4]([OH:3])=[O:25])=[CH:12][CH:11]=3)=[C:19]([CH3:20])[CH:18]=2)=[CH:36][CH:35]=1)(=[O:33])[C:27]1[CH:32]=[CH:31][CH:30]=[CH:29][CH:28]=1. (4) Given the reactants C(O)CCCO.C(OCC=C)(=O)C.[CH2:14]([O:17][CH2:18][CH2:19][CH2:20][CH2:21][O:22]CC=C)[CH:15]=[CH2:16], predict the reaction product. The product is: [CH2:14]([O:17][CH2:18][CH2:19][CH2:20][CH2:21][OH:22])[CH:15]=[CH2:16].